From a dataset of Full USPTO retrosynthesis dataset with 1.9M reactions from patents (1976-2016). Predict the reactants needed to synthesize the given product. Given the product [CH3:36][O:37][C:38]([C:40]1[CH:45]=[C:44]([C:2]2[CH:35]=[CH:34][C:5]([CH2:6][C:7]3[N:8]([C:20]4[CH:25]=[CH:24][C:23]([N:26]5[CH2:27][C:28](=[O:33])[NH:29][S:30]5(=[O:32])=[O:31])=[CH:22][CH:21]=4)[CH:9]=[C:10]([C:12]4[CH:17]=[CH:16][C:15]([Cl:18])=[CH:14][C:13]=4[Cl:19])[N:11]=3)=[CH:4][CH:3]=2)[CH:43]=[CH:42][CH:41]=1)=[O:39], predict the reactants needed to synthesize it. The reactants are: Br[C:2]1[CH:35]=[CH:34][C:5]([CH2:6][C:7]2[N:8]([C:20]3[CH:25]=[CH:24][C:23]([N:26]4[S:30](=[O:32])(=[O:31])[NH:29][C:28](=[O:33])[CH2:27]4)=[CH:22][CH:21]=3)[CH:9]=[C:10]([C:12]3[CH:17]=[CH:16][C:15]([Cl:18])=[CH:14][C:13]=3[Cl:19])[N:11]=2)=[CH:4][CH:3]=1.[CH3:36][O:37][C:38]([C:40]1[CH:41]=[C:42](B(O)O)[CH:43]=[CH:44][CH:45]=1)=[O:39].